Task: Regression. Given two drug SMILES strings and cell line genomic features, predict the synergy score measuring deviation from expected non-interaction effect.. Dataset: NCI-60 drug combinations with 297,098 pairs across 59 cell lines (1) Drug 1: CCC(=C(C1=CC=CC=C1)C2=CC=C(C=C2)OCCN(C)C)C3=CC=CC=C3.C(C(=O)O)C(CC(=O)O)(C(=O)O)O. Drug 2: CCN(CC)CCCC(C)NC1=C2C=C(C=CC2=NC3=C1C=CC(=C3)Cl)OC. Cell line: T-47D. Synergy scores: CSS=7.79, Synergy_ZIP=-0.589, Synergy_Bliss=2.90, Synergy_Loewe=0.296, Synergy_HSA=1.53. (2) Drug 1: C1C(C(OC1N2C=NC3=C(N=C(N=C32)Cl)N)CO)O. Drug 2: CC1=C(C=C(C=C1)NC(=O)C2=CC=C(C=C2)CN3CCN(CC3)C)NC4=NC=CC(=N4)C5=CN=CC=C5. Cell line: OVCAR-8. Synergy scores: CSS=48.3, Synergy_ZIP=2.26, Synergy_Bliss=1.49, Synergy_Loewe=-22.2, Synergy_HSA=1.39. (3) Drug 1: CN1C(=O)N2C=NC(=C2N=N1)C(=O)N. Drug 2: CCC1=C2CN3C(=CC4=C(C3=O)COC(=O)C4(CC)O)C2=NC5=C1C=C(C=C5)O. Cell line: HS 578T. Synergy scores: CSS=15.1, Synergy_ZIP=-3.16, Synergy_Bliss=-2.39, Synergy_Loewe=-28.0, Synergy_HSA=-6.18. (4) Drug 1: CC1CC2C3CCC4=CC(=O)C=CC4(C3(C(CC2(C1(C(=O)CO)O)C)O)F)C. Drug 2: C1=CC(=C(C=C1I)F)NC2=C(C=CC(=C2F)F)C(=O)NOCC(CO)O. Cell line: SK-OV-3. Synergy scores: CSS=19.9, Synergy_ZIP=2.31, Synergy_Bliss=8.20, Synergy_Loewe=11.7, Synergy_HSA=13.7. (5) Cell line: OVCAR-4. Drug 1: CC1=CC2C(CCC3(C2CCC3(C(=O)C)OC(=O)C)C)C4(C1=CC(=O)CC4)C. Synergy scores: CSS=1.08, Synergy_ZIP=-2.23, Synergy_Bliss=-2.23, Synergy_Loewe=-11.0, Synergy_HSA=-2.64. Drug 2: C1=NC2=C(N=C(N=C2N1C3C(C(C(O3)CO)O)F)Cl)N. (6) Drug 1: C1=CC(=CC=C1C#N)C(C2=CC=C(C=C2)C#N)N3C=NC=N3. Drug 2: C1CCC(C(C1)N)N.C(=O)(C(=O)[O-])[O-].[Pt+4]. Cell line: SK-OV-3. Synergy scores: CSS=3.53, Synergy_ZIP=-3.47, Synergy_Bliss=-4.56, Synergy_Loewe=-0.818, Synergy_HSA=-3.00.